This data is from Catalyst prediction with 721,799 reactions and 888 catalyst types from USPTO. The task is: Predict which catalyst facilitates the given reaction. (1) Reactant: [CH3:1][C:2]1[CH:3]=[C:4]([C:19]2[CH:24]=[CH:23][C:22]([N+:25]([O-])=O)=[CH:21][CH:20]=2)[CH:5]=[CH:6][C:7]=1[C:8]([NH:10][C@H:11]([C:15]([O:17][CH3:18])=[O:16])[CH:12]([CH3:14])[CH3:13])=[O:9].Cl. Product: [NH2:25][C:22]1[CH:21]=[CH:20][C:19]([C:4]2[CH:5]=[CH:6][C:7]([C:8]([NH:10][C@H:11]([C:15]([O:17][CH3:18])=[O:16])[CH:12]([CH3:14])[CH3:13])=[O:9])=[C:2]([CH3:1])[CH:3]=2)=[CH:24][CH:23]=1. The catalyst class is: 186. (2) Product: [C@@H:1]1([O:12][C:13]2[C:17]([CH2:18][C:19]3[CH:24]=[CH:23][C:22]([S:25][CH3:26])=[CH:21][CH:20]=3)=[C:16]([CH3:27])[N:15]([CH2:35][CH2:36][CH2:37][OH:38])[N:14]=2)[O:9][C@H:8]([CH2:10][OH:11])[C@@H:6]([OH:7])[C@H:4]([OH:5])[C@H:2]1[OH:3]. The catalyst class is: 9. Reactant: [C@@H:1]1([O:12][C:13]2[C:17]([CH2:18][C:19]3[CH:24]=[CH:23][C:22]([S:25][CH3:26])=[CH:21][CH:20]=3)=[C:16]([CH3:27])[NH:15][N:14]=2)[O:9][C@H:8]([CH2:10][OH:11])[C@@H:6]([OH:7])[C@H:4]([OH:5])[C@H:2]1[OH:3].C(=O)([O-])[O-].[Cs+].[Cs+].Br[CH2:35][CH2:36][CH2:37][OH:38].O. (3) Reactant: [Cl:1][C:2]1[CH:3]=[CH:4][C:5]([N:15]2[CH:19]=[C:18]([Cl:20])[N:17]=[N:16]2)=[C:6]([C:8]2[N:13]=[CH:12][N:11]=[C:10]([OH:14])[CH:9]=2)[CH:7]=1.COC(NC(NC(OC)=O)=N[Cl:28])=O. Product: [Cl:28][C:9]1[C:10]([OH:14])=[N:11][CH:12]=[N:13][C:8]=1[C:6]1[CH:7]=[C:2]([Cl:1])[CH:3]=[CH:4][C:5]=1[N:15]1[CH:19]=[C:18]([Cl:20])[N:17]=[N:16]1. The catalyst class is: 10.